From a dataset of Full USPTO retrosynthesis dataset with 1.9M reactions from patents (1976-2016). Predict the reactants needed to synthesize the given product. (1) Given the product [Br:1][C:2]1[CH:7]=[CH:6][C:5]([OH:8])=[C:4]([C:10]2([CH3:9])[CH2:15][CH2:14][CH2:13][CH2:12][CH2:11]2)[CH:3]=1, predict the reactants needed to synthesize it. The reactants are: [Br:1][C:2]1[CH:7]=[CH:6][C:5]([OH:8])=[CH:4][CH:3]=1.[CH3:9][C:10]1(O)[CH2:15][CH2:14][CH2:13][CH2:12][CH2:11]1. (2) Given the product [F:1][C:2]1[CH:3]=[C:4]([CH2:11][C:12]([CH3:18])([CH3:19])[C:13]([O:15][CH2:16][CH3:17])=[O:14])[CH:5]=[C:6]([F:10])[C:7]=1[OH:8], predict the reactants needed to synthesize it. The reactants are: [F:1][C:2]1[CH:3]=[C:4]([CH2:11][C:12]([CH3:19])([CH3:18])[C:13]([O:15][CH2:16][CH3:17])=[O:14])[CH:5]=[C:6]([F:10])[C:7]=1[O:8]C.B(Br)(Br)Br. (3) Given the product [C:1]([O:5][C:6]([N:8]1[CH2:13][CH2:12][CH:11]([C:14]#[C:15][CH2:16][CH2:17][OH:18])[CH2:10][CH2:9]1)=[O:7])([CH3:4])([CH3:3])[CH3:2], predict the reactants needed to synthesize it. The reactants are: [C:1]([O:5][C:6]([N:8]1[CH2:13][CH2:12][CH:11]([C:14]#[C:15][CH2:16][CH2:17][O:18]C2CCCCO2)[CH2:10][CH2:9]1)=[O:7])([CH3:4])([CH3:3])[CH3:2].C1(C)C=CC(S([O-])(=O)=O)=CC=1.